This data is from NCI-60 drug combinations with 297,098 pairs across 59 cell lines. The task is: Regression. Given two drug SMILES strings and cell line genomic features, predict the synergy score measuring deviation from expected non-interaction effect. (1) Drug 1: CC(CN1CC(=O)NC(=O)C1)N2CC(=O)NC(=O)C2. Drug 2: C1CN(P(=O)(OC1)NCCCl)CCCl. Cell line: TK-10. Synergy scores: CSS=1.35, Synergy_ZIP=-4.18, Synergy_Bliss=-5.26, Synergy_Loewe=-12.3, Synergy_HSA=-6.30. (2) Drug 1: CC12CCC(CC1=CCC3C2CCC4(C3CC=C4C5=CN=CC=C5)C)O. Synergy scores: CSS=16.2, Synergy_ZIP=-3.55, Synergy_Bliss=2.88, Synergy_Loewe=-9.01, Synergy_HSA=1.09. Drug 2: CCCCCOC(=O)NC1=NC(=O)N(C=C1F)C2C(C(C(O2)C)O)O. Cell line: K-562. (3) Drug 1: CC1=C(C(=CC=C1)Cl)NC(=O)C2=CN=C(S2)NC3=CC(=NC(=N3)C)N4CCN(CC4)CCO. Drug 2: CC1C(C(CC(O1)OC2CC(CC3=C2C(=C4C(=C3O)C(=O)C5=CC=CC=C5C4=O)O)(C(=O)C)O)N)O. Cell line: SK-MEL-28. Synergy scores: CSS=50.4, Synergy_ZIP=-2.99, Synergy_Bliss=0.320, Synergy_Loewe=0.949, Synergy_HSA=2.24. (4) Drug 1: C1=CC(=CC=C1CCC2=CNC3=C2C(=O)NC(=N3)N)C(=O)NC(CCC(=O)O)C(=O)O. Drug 2: C1C(C(OC1N2C=NC3=C2NC=NCC3O)CO)O. Cell line: OVCAR-5. Synergy scores: CSS=17.6, Synergy_ZIP=-5.78, Synergy_Bliss=-0.950, Synergy_Loewe=-22.7, Synergy_HSA=1.01.